From a dataset of M1 muscarinic receptor antagonist screen with 61,756 compounds. Binary Classification. Given a drug SMILES string, predict its activity (active/inactive) in a high-throughput screening assay against a specified biological target. (1) The compound is Clc1cc(N2CCN(S(=O)(=O)c3cc4CCC(=O)Nc4cc3)CC2)ccc1. The result is 0 (inactive). (2) The compound is OC1(C(C(c2c(noc2C)C1)c1occc1)C(=O)C)C. The result is 0 (inactive). (3) The drug is Brc1cc(n2c(=O)[nH]c(N3CCN(CC3)C(OCC)=O)cc2=O)ccc1. The result is 0 (inactive). (4) The molecule is O(CCC)c1ccc(C(=O)Nc2ccc(N(C)C)cc2)cc1. The result is 0 (inactive).